Dataset: Full USPTO retrosynthesis dataset with 1.9M reactions from patents (1976-2016). Task: Predict the reactants needed to synthesize the given product. (1) Given the product [CH2:32]([O:31][C:29](=[O:30])[CH2:28][O:20][N:19]=[C:18]1[C:5]2[C:6](=[N:7][C:8]([C:9](=[O:10])[NH2:11])=[C:3]([C:1]#[N:2])[N:4]=2)[C:12]2[CH:13]=[CH:14][CH:15]=[CH:16][C:17]1=2)[CH3:33], predict the reactants needed to synthesize it. The reactants are: [C:1]([C:3]1[N:4]=[C:5]2[C:18](=[N:19][OH:20])[C:17]3[CH:16]=[CH:15][CH:14]=[CH:13][C:12]=3[C:6]2=[N:7][C:8]=1[C:9]([NH2:11])=[O:10])#[N:2].C([O-])([O-])=O.[Cs+].[Cs+].Br[CH2:28][C:29]([O:31][CH2:32][CH3:33])=[O:30].O. (2) Given the product [F:27][C:28]([F:33])([F:32])[C:29]([OH:31])=[O:30].[CH2:28]([N:11]([C:5]([CH2:19][C:20]1[CH:21]=[CH:22][CH:23]=[CH:24][CH:25]=1)([C:4]([OH:3])=[O:26])[C:6]([OH:8])=[O:7])[CH2:12][CH3:35])[CH3:29], predict the reactants needed to synthesize it. The reactants are: C([O:3][C:4](=[O:26])[C:5]([CH2:19][C:20]1[CH:25]=[CH:24][CH:23]=[CH:22][CH:21]=1)([NH:11][C:12](OC(C)(C)C)=O)[C:6]([O:8]CC)=[O:7])C.[F:27][C:28]([F:33])([F:32])[C:29]([OH:31])=[O:30].Cl[CH2:35]Cl. (3) Given the product [Cl:21][C:22]1[CH:27]=[CH:26][C:25]([C:8]2[CH:9]=[C:10]3[C:5](=[CH:6][CH:7]=2)[C:4](=[O:19])[CH2:3][C:2]3([CH3:20])[CH3:1])=[CH:24][CH:23]=1, predict the reactants needed to synthesize it. The reactants are: [CH3:1][C:2]1([CH3:20])[C:10]2[C:5](=[CH:6][CH:7]=[C:8](OS(C(F)(F)F)(=O)=O)[CH:9]=2)[C:4](=[O:19])[CH2:3]1.[Cl:21][C:22]1[CH:27]=[CH:26][C:25](B(O)O)=[CH:24][CH:23]=1.C(=O)([O-])[O-].[Na+].[Na+]. (4) Given the product [C:16](=[O:17])([O:15][C:6]1[C:5]([C:1]([CH3:4])([CH3:3])[CH3:2])=[CH:10][CH:9]=[CH:8][C:7]=1[C:11]([CH3:14])([CH3:13])[CH3:12])[O:18][C:19]([CH3:22])([CH3:21])[CH3:20], predict the reactants needed to synthesize it. The reactants are: [C:1]([C:5]1[CH:10]=[CH:9][CH:8]=[C:7]([C:11]([CH3:14])([CH3:13])[CH3:12])[C:6]=1[OH:15])([CH3:4])([CH3:3])[CH3:2].[C:16](O[C:16]([O:18][C:19]([CH3:22])([CH3:21])[CH3:20])=[O:17])([O:18][C:19]([CH3:22])([CH3:21])[CH3:20])=[O:17].CCN(CC)CC. (5) Given the product [Cl:1][C:2]1[CH:3]=[C:4]([CH:11]([OH:12])[CH3:13])[C:5]2[O:9][CH2:8][O:7][C:6]=2[CH:10]=1, predict the reactants needed to synthesize it. The reactants are: [Cl:1][C:2]1[CH:3]=[C:4]([CH:11]=[O:12])[C:5]2[O:9][CH2:8][O:7][C:6]=2[CH:10]=1.[CH3:13][Mg+].[Br-]. (6) Given the product [NH2:2][C:1](=[O:36])[CH2:3][CH2:4][CH:5]1[CH2:6][CH2:7][CH:8]([N:11]([CH:27]2[CH2:28][CH2:29]2)[C:12](=[O:26])[C:13]2[CH:14]=[CH:15][C:16]([C@@:19]([OH:25])([CH3:24])[C:20]([F:21])([F:22])[F:23])=[CH:17][CH:18]=2)[CH2:9][CH2:10]1, predict the reactants needed to synthesize it. The reactants are: [C:1]([CH2:3][CH2:4][CH:5]1[CH2:10][CH2:9][CH:8]([N:11]([CH:27]2[CH2:29][CH2:28]2)[C:12](=[O:26])[C:13]2[CH:18]=[CH:17][C:16]([C@@:19]([OH:25])([CH3:24])[C:20]([F:23])([F:22])[F:21])=[CH:15][CH:14]=2)[CH2:7][CH2:6]1)#[N:2].[OH-].[K+].C([OH:36])CCC. (7) Given the product [OH:13][CH2:12][CH:7]1[CH2:6][C:5]2[C:9](=[CH:10][CH:11]=[C:3]([OH:2])[CH:4]=2)[CH2:8]1, predict the reactants needed to synthesize it. The reactants are: C[O:2][C:3]1[CH:4]=[C:5]2[C:9](=[CH:10][CH:11]=1)[CH2:8][CH:7]([CH2:12][OH:13])[CH2:6]2.Br.